Dataset: Full USPTO retrosynthesis dataset with 1.9M reactions from patents (1976-2016). Task: Predict the reactants needed to synthesize the given product. (1) Given the product [Br:1][CH2:2][CH2:3][CH2:4][CH2:5][CH2:6][CH2:7][O:8][CH2:9][CH2:10][CH2:11][CH2:12][C:13]1[CH:14]=[C:15]([NH:16][C:27]([NH:26][C:20]2[CH:25]=[CH:24][CH:23]=[CH:22][CH:21]=2)=[O:28])[CH:17]=[CH:18][CH:19]=1, predict the reactants needed to synthesize it. The reactants are: [Br:1][CH2:2][CH2:3][CH2:4][CH2:5][CH2:6][CH2:7][O:8][CH2:9][CH2:10][CH2:11][CH2:12][C:13]1[CH:14]=[C:15]([CH:17]=[CH:18][CH:19]=1)[NH2:16].[C:20]1([N:26]=[C:27]=[O:28])[CH:25]=[CH:24][CH:23]=[CH:22][CH:21]=1.CO. (2) Given the product [CH:35]1([C:2]2[C:11]([F:12])=[CH:10][CH:9]=[C:8]3[C:3]=2[CH2:4][CH2:5][N:6]2[C:17](=[O:18])[CH2:16][N:15]=[C:14]([N:19]4[CH:23]=[C:22]([CH2:24][O:25][CH3:26])[N:21]=[CH:20]4)[CH:13]=[C:7]23)[CH2:34][CH2:29]1, predict the reactants needed to synthesize it. The reactants are: Br[C:2]1[C:11]([F:12])=[CH:10][CH:9]=[C:8]2[C:3]=1[CH2:4][CH2:5][N:6]1[C:17](=[O:18])[CH2:16][N:15]=[C:14]([N:19]3[CH:23]=[C:22]([CH2:24][O:25][CH3:26])[N:21]=[CH:20]3)[CH:13]=[C:7]12.CO[C:29]1C=CC=C(OC)[C:34]=1[C:35]1C=CC=CC=1P(C1CCCCC1)C1CCCCC1.C1(B(O)O)CC1.[O-]P([O-])([O-])=O.[K+].[K+].[K+].